From a dataset of Forward reaction prediction with 1.9M reactions from USPTO patents (1976-2016). Predict the product of the given reaction. (1) Given the reactants CC([O-])(C)C.[K+].[CH2:7]([N:14]1[C:22]2[C:17](=[CH:18][CH:19]=[CH:20][N:21]=2)[CH:16]=[CH:15]1)[C:8]1[CH:13]=[CH:12][CH:11]=[CH:10][CH:9]=1.[SiH2:23]([CH2:26][CH3:27])[CH2:24][CH3:25], predict the reaction product. The product is: [CH2:7]([N:14]1[C:22]2=[N:21][CH:20]=[CH:19][CH:18]=[C:17]2[CH:16]=[C:15]1[SiH:23]([CH2:26][CH3:27])[CH2:24][CH3:25])[C:8]1[CH:9]=[CH:10][CH:11]=[CH:12][CH:13]=1. (2) Given the reactants Br[C:2]1[O:6][C:5]([CH3:7])=[C:4]([C:8]([O:10][CH3:11])=[O:9])[CH:3]=1.[F:12][C:13]1[CH:18]=[CH:17][C:16](B(O)O)=[CH:15][N:14]=1.C(=O)([O-])[O-].[Na+].[Na+].COCCOC, predict the reaction product. The product is: [F:12][C:13]1[N:14]=[CH:15][C:16]([C:2]2[O:6][C:5]([CH3:7])=[C:4]([C:8]([O:10][CH3:11])=[O:9])[CH:3]=2)=[CH:17][CH:18]=1. (3) Given the reactants [CH3:1][O:2][C:3]1[CH:4]=[C:5]2[C:10](=[CH:11][CH:12]=1)[CH:9]=[C:8](C(O)=O)[CH:7]=[CH:6]2.C([N:18]([CH2:21]C)CC)C.C1(P(N=[N+]=[N-])(C2C=CC=CC=2)=[O:30])C=CC=CC=1.[C:40]([OH:44])([CH3:43])([CH3:42])[CH3:41], predict the reaction product. The product is: [C:40]([O:44][C:21](=[O:30])[NH:18][C:8]1[CH:7]=[CH:6][C:5]2[C:10](=[CH:11][CH:12]=[C:3]([O:2][CH3:1])[CH:4]=2)[CH:9]=1)([CH3:43])([CH3:42])[CH3:41]. (4) Given the reactants Cl[C:2]1[CH:7]=[CH:6][C:5]([N+:8]([O-:10])=[O:9])=[CH:4][N:3]=1.[F-:11].[K+], predict the reaction product. The product is: [F:11][C:2]1[CH:7]=[CH:6][C:5]([N+:8]([O-:10])=[O:9])=[CH:4][N:3]=1. (5) Given the reactants F[P-](F)(F)(F)(F)F.N1(O[P+](N(C)C)(N(C)C)N(C)C)C2C=CC=CC=2N=N1.[CH:28]1([CH2:34][C@H:35]([N:39]2[CH2:47][C:46]3[C:41](=[CH:42][CH:43]=[CH:44][C:45]=3[S:48]([CH3:51])(=[O:50])=[O:49])[C:40]2=[O:52])[C:36](O)=[O:37])[CH2:33][CH2:32][CH2:31][CH2:30][CH2:29]1.C1(C[C@H](N2CC3C(=C(S(C)(=O)=O)C=CC=3)C2=O)C(O)=O)CCCCC1.[NH2:78][C:79]1[S:80][CH:81]=[CH:82][N:83]=1.C1(C[C@H](N2CC3C(=CC=CC=3)C2=O)C(NC2SC=CN=2)=O)CCCCC1, predict the reaction product. The product is: [CH:28]1([CH2:34][C@H:35]([N:39]2[CH2:47][C:46]3[C:41](=[CH:42][CH:43]=[CH:44][C:45]=3[S:48]([CH3:51])(=[O:49])=[O:50])[C:40]2=[O:52])[C:36]([NH:78][C:79]2[S:80][CH:81]=[CH:82][N:83]=2)=[O:37])[CH2:29][CH2:30][CH2:31][CH2:32][CH2:33]1. (6) Given the reactants [Li+].CC([N-]C(C)C)C.[Br:9][C:10]1[CH:15]=[C:14]([CH3:16])[CH:13]=[CH:12][N:11]=1.[CH3:17][C:18]([O:21][C:22](O[C:22]([O:21][C:18]([CH3:20])([CH3:19])[CH3:17])=[O:23])=[O:23])([CH3:20])[CH3:19].O, predict the reaction product. The product is: [Br:9][C:10]1[CH:15]=[C:14]([CH2:16][C:22]([O:21][C:18]([CH3:20])([CH3:19])[CH3:17])=[O:23])[CH:13]=[CH:12][N:11]=1.